From a dataset of Peptide-MHC class II binding affinity with 134,281 pairs from IEDB. Regression. Given a peptide amino acid sequence and an MHC pseudo amino acid sequence, predict their binding affinity value. This is MHC class II binding data. (1) The peptide sequence is ALHIIAGTPEVHAVK. The MHC is HLA-DQA10102-DQB10502 with pseudo-sequence HLA-DQA10102-DQB10502. The binding affinity (normalized) is 0.185. (2) The peptide sequence is EFESLFKCLSHISLS. The MHC is DRB1_1302 with pseudo-sequence DRB1_1302. The binding affinity (normalized) is 0.408. (3) The peptide sequence is RCALHWFPGSHLLAC. The MHC is HLA-DPA10201-DPB11401 with pseudo-sequence HLA-DPA10201-DPB11401. The binding affinity (normalized) is 0.172. (4) The peptide sequence is IKLVKSSRPDCSEIP. The MHC is HLA-DQA10201-DQB10202 with pseudo-sequence HLA-DQA10201-DQB10202. The binding affinity (normalized) is 0.162. (5) The peptide sequence is KVFIDTIPNIMFFST. The MHC is HLA-DQA10301-DQB10302 with pseudo-sequence HLA-DQA10301-DQB10302. The binding affinity (normalized) is 0.401.